This data is from Reaction yield outcomes from USPTO patents with 853,638 reactions. The task is: Predict the reaction yield, written as a fraction of the theoretical maximum amount of product (1.0 means a 100% yield; for example, 0.34 means a 34% yield). (1) The reactants are [C:1]([S:4][C@@H:5]1[CH2:22][CH2:21][C@@:20]2([CH3:23])[CH:7]([C@@H:8]([OH:25])[CH2:9][C@@H:10]3[C@@H:19]2[CH2:18][CH2:17][C@@:15]2([CH3:16])[C@H:11]3[CH2:12][CH2:13][C@@H:14]2[OH:24])[CH2:6]1)(=[O:3])[CH3:2]. The catalyst is C(Cl)Cl.CCC[N+](CCC)(CCC)CCC.[O-][Ru](=O)(=O)=O. The product is [C:1]([S:4][C@@H:5]1[CH2:22][CH2:21][C@@:20]2([CH3:23])[CH:7]([C:8](=[O:25])[CH2:9][C@@H:10]3[C@@H:19]2[CH2:18][CH2:17][C@@:15]2([CH3:16])[C@H:11]3[CH2:12][CH2:13][C:14]2=[O:24])[CH2:6]1)(=[O:3])[CH3:2]. The yield is 0.760. (2) The reactants are Br[C:2]1[CH:10]=[CH:9][CH:8]=[C:7]2[C:3]=1[CH:4]=[CH:5][NH:6]2.[CH3:11][O:12][C:13]1[CH:14]=[C:15](B(O)O)[CH:16]=[CH:17][CH:18]=1.[OH-].[Na+]. The catalyst is C1COCC1.[Pd].C(OCC)(=O)C. The product is [CH3:11][O:12][C:13]1[CH:18]=[C:17]([C:2]2[CH:10]=[CH:9][CH:8]=[C:7]3[C:3]=2[CH:4]=[CH:5][NH:6]3)[CH:16]=[CH:15][CH:14]=1. The yield is 0.820. (3) The reactants are C([O:3][C:4]([C:6]1[N:7]=[C:8]([NH:11][C:12](=[O:30])[CH:13]([C:20]2[CH:25]=[CH:24][C:23]([S:26]([CH3:29])(=[O:28])=[O:27])=[CH:22][CH:21]=2)[CH2:14][CH:15]2[CH2:19][CH2:18][CH2:17][CH2:16]2)[S:9][CH:10]=1)=O)C.[H-].[Al+3].[Li+].[H-].[H-].[H-]. The catalyst is C(OCC)C. The product is [CH:15]1([CH2:14][CH:13]([C:20]2[CH:25]=[CH:24][C:23]([S:26]([CH3:29])(=[O:28])=[O:27])=[CH:22][CH:21]=2)[C:12]([NH:11][C:8]2[S:9][CH:10]=[C:6]([CH2:4][OH:3])[N:7]=2)=[O:30])[CH2:16][CH2:17][CH2:18][CH2:19]1. The yield is 0.460. (4) The reactants are [Cl:1][C:2]1[CH:7]=[CH:6][C:5]([C:8]2[N:9]=[C:10]([N:28]3[CH:32]=[CH:31][N:30]=[C:29]3[CH3:33])[O:11][C:12]=2[CH2:13][CH2:14][CH2:15][O:16][C:17]2[CH:22]=[CH:21][C:20](CC([O-])=O)=[CH:19][C:18]=2[CH3:27])=[CH:4][CH:3]=1.Cl.C[OH:36]. No catalyst specified. The product is [Cl:1][C:2]1[CH:7]=[CH:6][C:5]([C:8]2[N:9]=[C:10]([N:28]3[CH:32]=[CH:31][N:30]=[C:29]3[CH3:33])[O:11][C:12]=2[CH2:13][CH2:14][CH2:15][O:16][C:17]2[CH:22]=[CH:21][C:20]([OH:36])=[CH:19][C:18]=2[CH3:27])=[CH:4][CH:3]=1. The yield is 0.990. (5) The reactants are Cl[C:2]1[N:7]=[C:6]([CH3:8])[N:5]=[C:4]([N:9]([CH2:19][C:20]2[CH:25]=[CH:24][C:23]([O:26][CH3:27])=[CH:22][CH:21]=2)[CH2:10][C:11]2[CH:16]=[CH:15][C:14]([O:17][CH3:18])=[CH:13][CH:12]=2)[N:3]=1.[C:28]([O:32][C:33]([N:35]1[CH2:40][CH2:39][N:38]([CH:41]([C:43]2[CH:44]=[C:45](B(O)O)[C:46]([F:49])=[N:47][CH:48]=2)[CH3:42])[CH2:37][CH2:36]1)=[O:34])([CH3:31])([CH3:30])[CH3:29].C([O-])(=O)C.[K+]. The catalyst is O1CCOCC1.ClCCl.O.[Cl-].[Na+].O. The product is [CH3:18][O:17][C:14]1[CH:15]=[CH:16][C:11]([CH2:10][N:9]([CH2:19][C:20]2[CH:25]=[CH:24][C:23]([O:26][CH3:27])=[CH:22][CH:21]=2)[C:4]2[N:5]=[C:6]([CH3:8])[N:7]=[C:2]([C:45]3[CH:44]=[C:43]([CH:41]([N:38]4[CH2:37][CH2:36][N:35]([C:33]([O:32][C:28]([CH3:29])([CH3:31])[CH3:30])=[O:34])[CH2:40][CH2:39]4)[CH3:42])[CH:48]=[N:47][C:46]=3[F:49])[N:3]=2)=[CH:12][CH:13]=1. The yield is 0.990.